Dataset: Peptide-MHC class I binding affinity with 185,985 pairs from IEDB/IMGT. Task: Regression. Given a peptide amino acid sequence and an MHC pseudo amino acid sequence, predict their binding affinity value. This is MHC class I binding data. The MHC is Patr-B0101 with pseudo-sequence Patr-B0101. The binding affinity (normalized) is 0.568. The peptide sequence is LTAGFLIFL.